The task is: Predict the reactants needed to synthesize the given product.. This data is from Full USPTO retrosynthesis dataset with 1.9M reactions from patents (1976-2016). Given the product [CH3:1][C:2]1[N:3]=[C:4]2[C:9]([CH3:10])=[CH:8][CH:7]=[CH:6][N:5]2[C:11]=1[C:24]1[N:19]2[N:20]=[C:21]([CH3:23])[CH:22]=[C:17]([CH:14]([CH2:12][CH3:13])[CH2:15][CH3:16])[C:18]2=[N:26][C:25]=1[CH3:27], predict the reactants needed to synthesize it. The reactants are: [CH3:1][C:2]1[N:3]=[C:4]2[C:9]([CH3:10])=[CH:8][CH:7]=[CH:6][N:5]2[CH:11]=1.[CH2:12]([CH:14]([C:17]1[C:18]2[N:19]([C:24](I)=[C:25]([CH3:27])[N:26]=2)[N:20]=[C:21]([CH3:23])[CH:22]=1)[CH2:15][CH3:16])[CH3:13].